This data is from Full USPTO retrosynthesis dataset with 1.9M reactions from patents (1976-2016). The task is: Predict the reactants needed to synthesize the given product. Given the product [O:9]([P:8]([CH2:23][C:22]([O:21][C:17]([CH3:20])([CH3:19])[CH3:18])=[O:25])([O:7][C:1]1[CH:6]=[CH:5][CH:4]=[CH:3][CH:2]=1)=[O:16])[C:10]1[CH:11]=[CH:12][CH:13]=[CH:14][CH:15]=1, predict the reactants needed to synthesize it. The reactants are: [C:1]1([O:7][P:8]([O-:16])[O:9][C:10]2[CH:15]=[CH:14][CH:13]=[CH:12][CH:11]=2)[CH:6]=[CH:5][CH:4]=[CH:3][CH:2]=1.[C:17]([O:21][C:22](=[O:25])[CH2:23]Br)([CH3:20])([CH3:19])[CH3:18].C(N(CC)CC)C.